From a dataset of Catalyst prediction with 721,799 reactions and 888 catalyst types from USPTO. Predict which catalyst facilitates the given reaction. (1) Reactant: COC1C=CC(P2(=S)SP(C3C=CC(OC)=CC=3)(=S)[S:10]2)=CC=1.[NH2:23][C:24](=O)[C@H:25]([NH:27][C:28](=[O:34])[O:29][C:30]([CH3:33])([CH3:32])[CH3:31])[CH3:26]. Product: [NH2:23][C:24](=[S:10])[C@H:25]([NH:27][C:28](=[O:34])[O:29][C:30]([CH3:33])([CH3:32])[CH3:31])[CH3:26]. The catalyst class is: 57. (2) Reactant: [OH:1][C:2]1[CH:9]=[CH:8][C:5]([CH:6]=[O:7])=[CH:4][CH:3]=1.C1(P(C2C=CC=CC=2)C2C=CC=CC=2)C=CC=CC=1.[F:29][CH2:30][CH2:31]O.CC(OC(/N=N/C(OC(C)C)=O)=O)C. Product: [F:29][CH2:30][CH2:31][O:1][C:2]1[CH:9]=[CH:8][C:5]([CH:6]=[O:7])=[CH:4][CH:3]=1. The catalyst class is: 1. (3) Reactant: [N:1]1[C:10]2[C:5](=[CH:6][CH:7]=[CH:8][CH:9]=2)[C:4]([O:11][C@H:12]2[CH2:17][CH2:16][C@H:15]([NH2:18])[CH2:14][CH2:13]2)=[CH:3][CH:2]=1.C(N(CC)CC)C.[F:26][C:27]1[CH:28]=[C:29]([CH:33]=[CH:34][C:35]=1[F:36])[C:30](Cl)=[O:31].O. Product: [N:1]1[C:10]2[C:5](=[CH:6][CH:7]=[CH:8][CH:9]=2)[C:4]([O:11][C@H:12]2[CH2:13][CH2:14][C@H:15]([NH:18][C:30](=[O:31])[C:29]3[CH:33]=[CH:34][C:35]([F:36])=[C:27]([F:26])[CH:28]=3)[CH2:16][CH2:17]2)=[CH:3][CH:2]=1. The catalyst class is: 17. (4) Reactant: [F:1][C:2]1[CH:3]=[C:4]([CH2:9][C@@H:10]([C:27]2[C:32]([C:33]3[CH:34]=[C:35]([CH:39]=[CH:40][CH:41]=3)[C:36]([NH2:38])=[O:37])=[CH:31][CH:30]=[CH:29][N:28]=2)[NH:11][C:12](=[O:26])[CH2:13][N:14]2[C:22]3[C:17](=[CH:18][CH:19]=[C:20]([O:23]C)[CH:21]=3)[C:16]([CH3:25])=[N:15]2)[CH:5]=[C:6]([F:8])[CH:7]=1.B(Br)(Br)Br. Product: [F:8][C:6]1[CH:5]=[C:4]([CH2:9][C@@H:10]([C:27]2[C:32]([C:33]3[CH:34]=[C:35]([CH:39]=[CH:40][CH:41]=3)[C:36]([NH2:38])=[O:37])=[CH:31][CH:30]=[CH:29][N:28]=2)[NH:11][C:12](=[O:26])[CH2:13][N:14]2[C:22]3[C:17](=[CH:18][CH:19]=[C:20]([OH:23])[CH:21]=3)[C:16]([CH3:25])=[N:15]2)[CH:3]=[C:2]([F:1])[CH:7]=1. The catalyst class is: 2. (5) Reactant: [C:1]([O:5][C:6](=[O:20])[N:7]([CH2:11][C:12]1[CH:17]=[C:16](Br)[CH:15]=[CH:14][C:13]=1[Cl:19])[CH:8]1[CH2:10][CH2:9]1)([CH3:4])([CH3:3])[CH3:2].C([O-])([O-])=O.[K+].[K+].O.[CH3:28][C:29]1(C)C(C)(C)OB(C=C)O1. Product: [C:1]([O:5][C:6](=[O:20])[N:7]([CH2:11][C:12]1[CH:17]=[C:16]([CH:28]=[CH2:29])[CH:15]=[CH:14][C:13]=1[Cl:19])[CH:8]1[CH2:10][CH2:9]1)([CH3:4])([CH3:3])[CH3:2]. The catalyst class is: 104. (6) Product: [C:18]([O:17][C:15](=[O:16])[C:14]([S:11][C:8]1[S:9][CH:10]=[C:6]([CH2:5][C:4]([O:3][CH2:1][CH3:2])=[O:12])[N:7]=1)([CH3:23])[CH3:22])([CH3:21])([CH3:20])[CH3:19]. The catalyst class is: 9. Reactant: [CH2:1]([O:3][C:4](=[O:12])[CH2:5][C:6]1[N:7]=[C:8]([SH:11])[S:9][CH:10]=1)[CH3:2].Br[C:14]([CH3:23])([CH3:22])[C:15]([O:17][C:18]([CH3:21])([CH3:20])[CH3:19])=[O:16].C(=O)([O-])[O-].[K+].[K+].O. (7) Reactant: C(N(CC)CC)C.Cl.[CH3:9][NH:10][CH2:11][C:12]1[CH:20]=[CH:19][CH:18]=[C:17]2[C:13]=1[CH2:14][N:15]([CH:22]1[CH2:27][CH2:26][C:25](=[O:28])[NH:24][C:23]1=[O:29])[C:16]2=[O:21].[C:30]1([N:36]=[C:37]=[O:38])[CH:35]=[CH:34][CH:33]=[CH:32][CH:31]=1. Product: [O:29]=[C:23]1[CH:22]([N:15]2[CH2:14][C:13]3[C:17](=[CH:18][CH:19]=[CH:20][C:12]=3[CH2:11][N:10]([CH3:9])[C:37]([NH:36][C:30]3[CH:35]=[CH:34][CH:33]=[CH:32][CH:31]=3)=[O:38])[C:16]2=[O:21])[CH2:27][CH2:26][C:25](=[O:28])[NH:24]1. The catalyst class is: 1. (8) Reactant: [CH2:1]([C:3]1[S:28][C:6]2[N:7]([CH2:13][C:14]3[CH:19]=[CH:18][C:17]([C:20]4[C:21]([C:26]#[N:27])=[CH:22][CH:23]=[CH:24][CH:25]=4)=[CH:16][CH:15]=3)[C:8](=[O:12])[NH:9][C:10](=[O:11])[C:5]=2[CH:4]=1)[CH3:2].[F:29][C:30]1[CH:35]=[CH:34][C:33]([C:36]2([CH3:39])[CH2:38][O:37]2)=[CH:32][CH:31]=1.C(=O)([O-])[O-].[K+].[K+].CN(C=O)C. Product: [CH2:1]([C:3]1[S:28][C:6]2[N:7]([CH2:13][C:14]3[CH:19]=[CH:18][C:17]([C:20]4[C:21]([C:26]#[N:27])=[CH:22][CH:23]=[CH:24][CH:25]=4)=[CH:16][CH:15]=3)[C:8](=[O:12])[N:9]([CH2:39][C:36]([C:33]3[CH:34]=[CH:35][C:30]([F:29])=[CH:31][CH:32]=3)([OH:37])[CH3:38])[C:10](=[O:11])[C:5]=2[CH:4]=1)[CH3:2]. The catalyst class is: 13. (9) Reactant: [NH2:1][C:2]1[C:13]([O:14][C:15]2[CH:20]=[CH:19][CH:18]=[C:17]([O:21][CH2:22][CH2:23][CH:24]([CH3:26])[CH3:25])[CH:16]=2)=[CH:12][C:5]2[N:6]([CH3:11])[C:7](=[O:10])[N:8]([CH3:9])[C:4]=2[CH:3]=1.N1C=CC=CC=1.[CH3:33][N:34]1[CH:38]=[C:37]([S:39](Cl)(=[O:41])=[O:40])[N:36]=[C:35]1[CH3:43]. Product: [CH2:22]([O:21][C:17]1[CH:16]=[C:15]([CH:20]=[CH:19][CH:18]=1)[O:14][C:13]1[C:2]([NH:1][S:39]([C:37]2[N:36]=[C:35]([CH3:43])[N:34]([CH3:33])[CH:38]=2)(=[O:41])=[O:40])=[CH:3][C:4]2[N:8]([CH3:9])[C:7](=[O:10])[N:6]([CH3:11])[C:5]=2[CH:12]=1)[CH2:23][CH:24]([CH3:26])[CH3:25]. The catalyst class is: 2.